From a dataset of Forward reaction prediction with 1.9M reactions from USPTO patents (1976-2016). Predict the product of the given reaction. Given the reactants [C:1]([Cl:4])(Cl)=[O:2].C(N(CC)CC)C.[Cl:12][C:13]1[CH:18]=[CH:17][C:16]([CH:19]2[CH:23]([C:24]3[CH:29]=[CH:28][C:27]([Cl:30])=[CH:26][CH:25]=3)[NH:22][C:21]([C:31]3[CH:36]=[CH:35][CH:34]=[CH:33][C:32]=3[O:37][CH:38]([CH3:40])[CH3:39])=[N:20]2)=[CH:15][CH:14]=1, predict the reaction product. The product is: [Cl:12][C:13]1[CH:14]=[CH:15][C:16]([CH:19]2[CH:23]([C:24]3[CH:29]=[CH:28][C:27]([Cl:30])=[CH:26][CH:25]=3)[N:22]([C:1]([Cl:4])=[O:2])[C:21]([C:31]3[CH:36]=[CH:35][CH:34]=[CH:33][C:32]=3[O:37][CH:38]([CH3:40])[CH3:39])=[N:20]2)=[CH:17][CH:18]=1.